Dataset: Full USPTO retrosynthesis dataset with 1.9M reactions from patents (1976-2016). Task: Predict the reactants needed to synthesize the given product. (1) Given the product [ClH:23].[C:1]1([C:7]2[S:11][C:10]([O:12][C@@H:13]3[CH:20]4[CH2:21][N:16]5[CH2:17][CH:18]([CH2:22][CH:14]3[CH2:15]5)[CH2:19]4)=[N:9][N:8]=2)[CH:2]=[CH:3][CH:4]=[CH:5][CH:6]=1, predict the reactants needed to synthesize it. The reactants are: [C:1]1([C:7]2[S:11][C:10]([O:12][C@@H:13]3[CH:20]4[CH2:21][N:16]5[CH2:17][CH:18]([CH2:22][CH:14]3[CH2:15]5)[CH2:19]4)=[N:9][N:8]=2)[CH:6]=[CH:5][CH:4]=[CH:3][CH:2]=1.[ClH:23]. (2) Given the product [O:21]=[C:15]1[CH:14]([N:7]2[C:6](=[O:22])[C:5]3[C:9](=[CH:10][CH:11]=[CH:12][C:4]=3[CH2:3][NH:2][C:28](=[O:29])[C:27]3[CH:31]=[CH:32][C:24]([F:23])=[C:25]([C:33]([F:36])([F:34])[F:35])[CH:26]=3)[C:8]2=[O:13])[CH2:19][CH2:18][C:17](=[O:20])[NH:16]1, predict the reactants needed to synthesize it. The reactants are: Cl.[NH2:2][CH2:3][C:4]1[CH:12]=[CH:11][CH:10]=[C:9]2[C:5]=1[C:6](=[O:22])[N:7]([CH:14]1[CH2:19][CH2:18][C:17](=[O:20])[NH:16][C:15]1=[O:21])[C:8]2=[O:13].[F:23][C:24]1[CH:32]=[CH:31][C:27]([C:28](Cl)=[O:29])=[CH:26][C:25]=1[C:33]([F:36])([F:35])[F:34].C(N(C(C)C)CC)(C)C. (3) Given the product [CH:1]([C@@H:4]1[CH2:9][CH2:8][C@@H:7]([CH3:10])[CH2:6][CH:5]1[C:11](=[O:12])[CH2:13][CH2:14][CH2:15][CH3:16])([CH3:3])[CH3:2], predict the reactants needed to synthesize it. The reactants are: [CH:1]([C@@H:4]1[CH2:9][CH2:8][C@@H:7]([CH3:10])[CH2:6][C@H:5]1[CH:11]=[O:12])([CH3:3])[CH3:2].[CH2:13]([Mg]Br)[CH2:14][CH2:15][CH3:16].